This data is from Forward reaction prediction with 1.9M reactions from USPTO patents (1976-2016). The task is: Predict the product of the given reaction. Given the reactants C1(C2C(O[C@@H]3CCCN(CC4C=CC(Cl)=C(Cl)C=4)C3)=CC(F)=C(C=2)C(O)=O)CC1.[Cl:30][C:31]1[CH:58]=[C:57]([F:59])[CH:56]=[CH:55][C:32]=1[CH2:33][N:34]1[C@@H:39]([CH3:40])[CH2:38][CH2:37][C@@H:36]([O:41][C:42]2[C:50]([CH:51]3[CH2:53][CH2:52]3)=[CH:49][C:45]([C:46](O)=[O:47])=[C:44]([F:54])[CH:43]=2)[CH2:35]1.CS(N)(=O)=O.[N:65]1([S:69]([NH2:72])(=[O:71])=[O:70])[CH2:68][CH2:67][CH2:66]1, predict the reaction product. The product is: [N:65]1([S:69]([NH:72][C:46](=[O:47])[C:45]2[CH:49]=[C:50]([CH:51]3[CH2:52][CH2:53]3)[C:42]([O:41][C@@H:36]3[CH2:37][CH2:38][C@H:39]([CH3:40])[N:34]([CH2:33][C:32]4[CH:55]=[CH:56][C:57]([F:59])=[CH:58][C:31]=4[Cl:30])[CH2:35]3)=[CH:43][C:44]=2[F:54])(=[O:71])=[O:70])[CH2:68][CH2:67][CH2:66]1.